Dataset: Forward reaction prediction with 1.9M reactions from USPTO patents (1976-2016). Task: Predict the product of the given reaction. (1) Given the reactants [CH2:1]([O:3][C:4]([C:6]1[CH:7]=[C:8]2[C:13](=[CH:14][CH:15]=1)[NH:12][CH:11]([C:16]1[CH:21]=[C:20]([O:22][CH3:23])[CH:19]=[C:18](Br)[CH:17]=1)[C:10]([CH3:26])([CH3:25])[CH2:9]2)=[O:5])[CH3:2].[NH:27]1[CH2:32][CH2:31][O:30][CH2:29][CH2:28]1.Cl.CN(C)CC(O)=O.C(=O)([O-])[O-].[K+].[K+], predict the reaction product. The product is: [CH2:1]([O:3][C:4]([C:6]1[CH:7]=[C:8]2[C:13](=[CH:14][CH:15]=1)[NH:12][CH:11]([C:16]1[CH:17]=[C:18]([N:27]3[CH2:32][CH2:31][O:30][CH2:29][CH2:28]3)[CH:19]=[C:20]([O:22][CH3:23])[CH:21]=1)[C:10]([CH3:26])([CH3:25])[CH2:9]2)=[O:5])[CH3:2]. (2) Given the reactants [Cl:1][C:2]1[CH:9]=[C:8](F)[CH:7]=[CH:6][C:3]=1[C:4]#[N:5].[Cl:11][C:12]1[CH:17]=[CH:16][CH:15]=[CH:14][C:13]=1[OH:18].C(=O)([O-])[O-].[K+].[K+], predict the reaction product. The product is: [Cl:1][C:2]1[CH:9]=[C:8]([O:18][C:13]2[CH:14]=[CH:15][CH:16]=[CH:17][C:12]=2[Cl:11])[CH:7]=[CH:6][C:3]=1[C:4]#[N:5]. (3) Given the reactants C([O:3][C:4]1[C:9](=[O:10])[N:8]([CH3:11])[C:7]([C:12]2[CH:16]=[CH:15][S:14][CH:13]=2)=[N:6][C:5]=1[C:17]([O:19]CC)=[O:18])C, predict the reaction product. The product is: [OH:3][C:4]1[C:9](=[O:10])[N:8]([CH3:11])[C:7]([C:12]2[CH:16]=[CH:15][S:14][CH:13]=2)=[N:6][C:5]=1[C:17]([OH:19])=[O:18]. (4) Given the reactants [CH2:1]([N:5]1[C:9]([CH:10]=[O:11])=[CH:8][N:7]=[C:6]1[C:12]1[CH:17]=[CH:16][CH:15]=[CH:14][CH:13]=1)[CH2:2][CH2:3][CH3:4].[CH3:18][Li], predict the reaction product. The product is: [CH2:1]([N:5]1[C:9]([CH:10]([OH:11])[CH3:18])=[CH:8][N:7]=[C:6]1[C:12]1[CH:17]=[CH:16][CH:15]=[CH:14][CH:13]=1)[CH2:2][CH2:3][CH3:4].